Dataset: Forward reaction prediction with 1.9M reactions from USPTO patents (1976-2016). Task: Predict the product of the given reaction. (1) The product is: [C:24]([C:8]1[CH:9]=[CH:10][C:11]2[C:12]3[C:17](=[CH:16][C:15]([C:18]#[CH:19])=[CH:14][CH:13]=3)[C:5]([CH2:1][CH2:2][CH2:3][CH3:4])([CH2:30][CH2:31][CH2:32][CH3:33])[C:6]=2[CH:7]=1)#[CH:25]. Given the reactants [CH2:1]([C:5]1([CH2:30][CH2:31][CH2:32][CH3:33])[C:17]2[CH:16]=[C:15]([C:18]#[C:19]C(C)(O)C)[CH:14]=[CH:13][C:12]=2[C:11]2[C:6]1=[CH:7][C:8]([C:24]#[C:25]C(C)(O)C)=[CH:9][CH:10]=2)[CH2:2][CH2:3][CH3:4].[OH-].[K+], predict the reaction product. (2) Given the reactants Cl[C:2]1[C:7]([C:8]([N:10]2[CH2:15][CH2:14][C:13]3([N:20]([CH3:21])[CH2:19][CH2:18][N:17]4[C:22]([C:25]([F:28])([F:27])[F:26])=[CH:23][CH:24]=[C:16]34)[CH2:12][CH2:11]2)=[O:9])=[CH:6][CH:5]=[CH:4][N:3]=1.[NH:29]1[CH2:33][CH2:32][CH:31]([OH:34])[CH2:30]1, predict the reaction product. The product is: [OH:34][CH:31]1[CH2:32][CH2:33][N:29]([C:2]2[C:7]([C:8]([N:10]3[CH2:11][CH2:12][C:13]4([N:20]([CH3:21])[CH2:19][CH2:18][N:17]5[C:22]([C:25]([F:27])([F:26])[F:28])=[CH:23][CH:24]=[C:16]45)[CH2:14][CH2:15]3)=[O:9])=[CH:6][CH:5]=[CH:4][N:3]=2)[CH2:30]1. (3) Given the reactants [CH3:1][C:2]1([CH3:16])[CH2:6][C:5]2[CH:7]=[CH:8][CH:9]=[C:10]([C:11]([O:13][CH2:14][CH3:15])=[O:12])[C:4]=2[O:3]1.[I:17]I, predict the reaction product. The product is: [I:17][C:8]1[CH:9]=[C:10]([C:11]([O:13][CH2:14][CH3:15])=[O:12])[C:4]2[O:3][C:2]([CH3:16])([CH3:1])[CH2:6][C:5]=2[CH:7]=1. (4) Given the reactants [C:1]([O:5][CH2:6][CH2:7][CH2:8][CH3:9])(=[O:4])[CH:2]=[CH2:3].C1CC=CC=1.[CH2:15]1[CH:19]2[CH:20]3C=CC([CH:18]2C=[CH:16]1)C3, predict the reaction product. The product is: [CH2:6]([O:5][C:1]([CH:2]1[CH2:18][CH:19]2[CH2:20][CH:3]1[CH:16]=[CH:15]2)=[O:4])[CH2:7][CH2:8][CH3:9]. (5) The product is: [C:14]12([C:24](/[N:2]=[C:3]3\[S:4][CH:5]=[CH:6][N:7]\3[CH2:8][C:9]([O:11][CH2:12][CH3:13])=[O:10])=[O:25])[CH2:21][CH:20]3[CH2:19][CH:18]([CH2:17][CH:16]([CH2:22]3)[CH2:15]1)[CH2:23]2. Given the reactants Br.[NH:2]=[C:3]1[N:7]([CH2:8][C:9]([O:11][CH2:12][CH3:13])=[O:10])[CH:6]=[CH:5][S:4]1.[C:14]12([C:24](O)=[O:25])[CH2:23][CH:18]3[CH2:19][CH:20]([CH2:22][CH:16]([CH2:17]3)[CH2:15]1)[CH2:21]2.F[P-](F)(F)(F)(F)F.N1(OC(N(C)C)=[N+](C)C)C2N=CC=CC=2N=N1.C(N(C(C)C)CC)(C)C, predict the reaction product. (6) Given the reactants [F:1][C:2]1[CH:7]=[CH:6][C:5]([F:8])=[CH:4][C:3]=1[C@@H:9]1[N:13]([C:14]2[CH:19]=[CH:18][N:17]3[N:20]=[CH:21][C:22]([C:23]([O:25]CC)=[O:24])=[C:16]3[N:15]=2)[C:12]([CH3:29])([CH3:28])[CH2:11][CH2:10]1.[OH-].[Na+].Cl, predict the reaction product. The product is: [F:1][C:2]1[CH:7]=[CH:6][C:5]([F:8])=[CH:4][C:3]=1[C@@H:9]1[N:13]([C:14]2[CH:19]=[CH:18][N:17]3[N:20]=[CH:21][C:22]([C:23]([OH:25])=[O:24])=[C:16]3[N:15]=2)[C:12]([CH3:29])([CH3:28])[CH2:11][CH2:10]1. (7) The product is: [CH3:33][O:32][C:30]([C:25]1([NH:24][C:22]([CH:19]2[CH2:18][CH:17]([O:16][C:9]3[C:10]4[S:15][CH:14]=[CH:13][C:11]=4[N:12]=[C:7]([C:6]4[N:2]([CH3:1])[N:3]=[C:4]([CH3:34])[CH:5]=4)[N:8]=3)[CH2:21][N:20]2[C:44](=[O:45])[CH:43]([NH:42][C:40]([O:39][C:35]([CH3:38])([CH3:37])[CH3:36])=[O:41])[CH2:47][CH2:48][CH2:49][CH2:50][CH2:51][CH:52]=[CH2:53])=[O:23])[CH2:27][CH:26]1[CH:28]=[CH2:29])=[O:31]. Given the reactants [CH3:1][N:2]1[C:6]([C:7]2[N:8]=[C:9]([O:16][C@H:17]3[CH2:21][NH:20][C@H:19]([C:22]([NH:24][C@:25]4([C:30]([O:32][CH3:33])=[O:31])[CH2:27][C@H:26]4[CH:28]=[CH2:29])=[O:23])[CH2:18]3)[C:10]3[S:15][CH:14]=[CH:13][C:11]=3[N:12]=2)=[CH:5][C:4]([CH3:34])=[N:3]1.[C:35]([O:39][C:40]([NH:42][C@@H:43]([CH2:47][CH2:48][CH2:49][CH2:50][CH2:51][CH:52]=[CH2:53])[C:44](O)=[O:45])=[O:41])([CH3:38])([CH3:37])[CH3:36].CN(C(ON1N=NC2C=CC=NC1=2)=[N+](C)C)C.F[P-](F)(F)(F)(F)F.C(=O)(O)[O-].[Na+], predict the reaction product. (8) Given the reactants [Br:1][C:2]1[CH:8]=[C:7]([C:9]2[O:13][CH:12]=[N:11][CH:10]=2)[C:6]([O:14][CH3:15])=[CH:5][C:3]=1[NH2:4].[C:16]([O:20][C:21]([NH:23][C@H:24]([CH2:28][CH:29]([CH3:31])[CH3:30])[C:25](O)=[O:26])=[O:22])([CH3:19])([CH3:18])[CH3:17].O=P(Cl)(Cl)Cl, predict the reaction product. The product is: [C:16]([O:20][C:21](=[O:22])[NH:23][C@H:24]([CH2:28][CH:29]([CH3:30])[CH3:31])[C:25]([NH:4][C:3]1[CH:5]=[C:6]([O:14][CH3:15])[C:7]([C:9]2[O:13][CH:12]=[N:11][CH:10]=2)=[CH:8][C:2]=1[Br:1])=[O:26])([CH3:19])([CH3:18])[CH3:17].